From a dataset of Reaction yield outcomes from USPTO patents with 853,638 reactions. Predict the reaction yield, written as a fraction of the theoretical maximum amount of product (1.0 means a 100% yield; for example, 0.34 means a 34% yield). (1) The reactants are [Br:1][C:2]1[C:3](F)=[C:4]2[C:10]([NH:11][C:12]([C:14]3[CH:23]=[N:22][C:21]4[C:16](=[CH:17][CH:18]=[CH:19][CH:20]=4)[N:15]=3)=[O:13])=[CH:9][NH:8][C:5]2=[N:6][CH:7]=1.[NH:25]1[CH2:30][CH2:29][CH2:28][C@@H:27]([NH:31][C:32](=[O:38])[O:33][C:34]([CH3:37])([CH3:36])[CH3:35])[CH2:26]1. The catalyst is CCCCO. The product is [Br:1][C:2]1[C:3]([N:25]2[CH2:30][CH2:29][CH2:28][C@@H:27]([NH:31][C:32](=[O:38])[O:33][C:34]([CH3:36])([CH3:35])[CH3:37])[CH2:26]2)=[C:4]2[C:10]([NH:11][C:12]([C:14]3[CH:23]=[N:22][C:21]4[C:16](=[CH:17][CH:18]=[CH:19][CH:20]=4)[N:15]=3)=[O:13])=[CH:9][NH:8][C:5]2=[N:6][CH:7]=1. The yield is 0.110. (2) The reactants are [C:1](Cl)(=[O:6])[C:2]([CH3:5])([CH3:4])[CH3:3].[CH:8]1[CH:9]=[C:10]([N:16]2[CH2:21][CH2:20][N:19]([CH2:22][CH2:23][CH2:24][CH2:25][O:26][C:27]3[CH:28]=[CH:29][C:30]4[CH2:37][CH2:36][C:34](=[O:35])[NH:33][C:31]=4[CH:32]=3)[CH2:18][CH2:17]2)[C:11]([Cl:15])=[C:12]([Cl:14])[CH:13]=1. The catalyst is N1C=CC=CC=1.C1C=C(N2CCN(CCCCOC3C=CC4CCC(=O)NC=4C=3)CC2)C(Cl)=C(Cl)C=1. The product is [C:1]([O:35][C:34]1[CH2:36][CH2:37][C:30]2[C:31](=[CH:32][C:27]([O:26][CH2:25][CH2:24][CH2:23][CH2:22][N:19]3[CH2:20][CH2:21][N:16]([C:10]4[CH:9]=[CH:8][CH:13]=[C:12]([Cl:14])[C:11]=4[Cl:15])[CH2:17][CH2:18]3)=[CH:28][CH:29]=2)[N:33]=1)(=[O:6])[C:2]([CH3:5])([CH3:4])[CH3:3]. The yield is 0.540. (3) The reactants are C(OC([N:8]1[CH2:13][CH2:12][N:11]([C:14]2[CH:19]=[CH:18][C:17]([NH:20][C:21]3[C:22]4[N:23]([N:37]=[CH:38][N:39]=4)[C:24]([C:27]4[CH:28]=[C:29]5[C:33](=[CH:34][CH:35]=4)[C:32](=[O:36])[NH:31][CH2:30]5)=[CH:25][N:26]=3)=[CH:16][CH:15]=2)[C:10](=[O:40])[CH2:9]1)=O)(C)(C)C.C(O)(C(F)(F)F)=O. The catalyst is C(Cl)Cl.C([O-])(O)=O.[Na+]. The product is [O:40]=[C:10]1[CH2:9][NH:8][CH2:13][CH2:12][N:11]1[C:14]1[CH:15]=[CH:16][C:17]([NH:20][C:21]2[C:22]3[N:23]([N:37]=[CH:38][N:39]=3)[C:24]([C:27]3[CH:28]=[C:29]4[C:33](=[CH:34][CH:35]=3)[C:32](=[O:36])[NH:31][CH2:30]4)=[CH:25][N:26]=2)=[CH:18][CH:19]=1. The yield is 0.860. (4) The reactants are [CH3:1][C@@H:2]1[NH:8][CH2:7][C:6]2[CH:9]=[CH:10][C:11]([C:13]([O:15][CH3:16])=[O:14])=[CH:12][C:5]=2[O:4][CH2:3]1.[N:17]([C:20]1[CH:25]=[CH:24][C:23]([O:26][CH3:27])=[CH:22][CH:21]=1)=[C:18]=[O:19].CCN(CC)CC. The catalyst is C(Cl)Cl.CN(C)C1C=CN=CC=1. The product is [CH3:27][O:26][C:23]1[CH:24]=[CH:25][C:20]([NH:17][C:18]([N:8]2[CH2:7][C:6]3[CH:9]=[CH:10][C:11]([C:13]([O:15][CH3:16])=[O:14])=[CH:12][C:5]=3[O:4][CH2:3][C@@H:2]2[CH3:1])=[O:19])=[CH:21][CH:22]=1. The yield is 0.180.